From a dataset of Full USPTO retrosynthesis dataset with 1.9M reactions from patents (1976-2016). Predict the reactants needed to synthesize the given product. The reactants are: [Cl:1][C:2]1[N:7]=[C:6]([NH:8][C@H:9]2[CH2:14][CH2:13][CH2:12][C:11](=[O:15])[CH2:10]2)[C:5]([F:16])=[CH:4][N:3]=1.[CH3:17][Mg]Br.[NH4+].[Cl-].CCOC(C)=O. Given the product [Cl:1][C:2]1[N:7]=[C:6]([NH:8][C@H:9]2[CH2:14][CH2:13][CH2:12][C:11]([CH3:17])([OH:15])[CH2:10]2)[C:5]([F:16])=[CH:4][N:3]=1, predict the reactants needed to synthesize it.